Dataset: Forward reaction prediction with 1.9M reactions from USPTO patents (1976-2016). Task: Predict the product of the given reaction. (1) Given the reactants S(=O)(=O)(O)O.[F:6][C:7]1[CH:12]=[CH:11][CH:10]=[CH:9][C:8]=1[NH:13][C:14](=[O:18])[CH:15]=NO.O.S([O-])([O-])(=O)=[O:21].[Na+].[Na+], predict the reaction product. The product is: [F:6][C:7]1[CH:12]=[CH:11][CH:10]=[C:9]2[C:8]=1[NH:13][C:14](=[O:18])[C:15]2=[O:21]. (2) Given the reactants [OH-].[Na+].[F:3][C:4]1[CH:5]=[CH:6][C:7]([C:28]2[C:33]([CH3:34])=[CH:32][C:31]([O:35][CH2:36][C:37]3([OH:45])[CH2:42][CH2:41][S:40](=[O:44])(=[O:43])[CH2:39][CH2:38]3)=[CH:30][C:29]=2[CH3:46])=[C:8]2[C:12]=1[C@H:11]([O:13][C:14]1[CH:27]=[CH:26][C:17]3[C@H:18]([CH2:21][C:22]([O:24]C)=[O:23])[CH2:19][O:20][C:16]=3[CH:15]=1)[CH2:10][CH2:9]2, predict the reaction product. The product is: [F:3][C:4]1[CH:5]=[CH:6][C:7]([C:28]2[C:33]([CH3:34])=[CH:32][C:31]([O:35][CH2:36][C:37]3([OH:45])[CH2:42][CH2:41][S:40](=[O:43])(=[O:44])[CH2:39][CH2:38]3)=[CH:30][C:29]=2[CH3:46])=[C:8]2[C:12]=1[C@H:11]([O:13][C:14]1[CH:27]=[CH:26][C:17]3[C@H:18]([CH2:21][C:22]([OH:24])=[O:23])[CH2:19][O:20][C:16]=3[CH:15]=1)[CH2:10][CH2:9]2. (3) Given the reactants FC(F)(F)S(O[C:7]1[CH:16]=[C:15]2[C:10]([CH:11]=[CH:12]C(C3C=CC4C(=CC=CC=4)C=3)=[CH:14]2)=[CH:9][CH:8]=1)(=O)=O.[CH:29]1[C:42]2[C:33](=[CH:34][C:35]3[C:40]([C:41]=2B(O)O)=[CH:39][CH:38]=[CH:37][CH:36]=3)[CH:32]=[CH:31][CH:30]=1.[CH:46]1(P(C2CCCCC2)C2CCCCC2)[CH2:51]CC[CH2:48][CH2:47]1.P([O-])([O-])([O-])=O.[K+].[K+].[K+].[C:73]1([CH3:79])[CH:78]=[CH:77][CH:76]=[CH:75][CH:74]=1, predict the reaction product. The product is: [CH:74]1[C:75]2[C:76](=[CH:51][CH:46]=[C:47]([C:41]3[C:42]4[C:33]([CH:34]=[C:35]5[C:40]=3[CH:39]=[CH:38][CH:37]=[CH:36]5)=[CH:32][CH:31]=[CH:30][CH:29]=4)[CH:48]=2)[CH:77]=[CH:78][C:73]=1[C:79]1[CH:12]=[CH:11][C:10]2[C:15](=[CH:16][CH:7]=[CH:8][CH:9]=2)[CH:14]=1.